Task: Predict the reaction yield, written as a fraction of the theoretical maximum amount of product (1.0 means a 100% yield; for example, 0.34 means a 34% yield).. Dataset: Reaction yield outcomes from USPTO patents with 853,638 reactions (1) The reactants are C(OC([N:8]1[CH2:13][CH2:12][CH:11]([N:14]2[CH2:17][CH2:16][CH2:15]2)[CH2:10][CH2:9]1)=O)(C)(C)C.C(O)(C(F)(F)F)=O.C(Cl)Cl. No catalyst specified. The product is [N:14]1([CH:11]2[CH2:12][CH2:13][NH:8][CH2:9][CH2:10]2)[CH2:17][CH2:16][CH2:15]1. The yield is 0.790. (2) The reactants are Br[C:2]1[CH:22]=[N:21][C:5]2[NH:6][C:7](=[O:20])[CH2:8][N:9]([CH2:11][C:12]3[CH:17]=[CH:16][C:15]([O:18][CH3:19])=[CH:14][CH:13]=3)[CH2:10][C:4]=2[CH:3]=1.[C:23]([O:27][C:28]([CH3:31])([CH3:30])[CH3:29])(=[O:26])[CH:24]=[CH2:25].C(N(C(C)C)C(C)C)C.CC1C=CC=CC=1P(C1C=CC=CC=1C)C1C=CC=CC=1C. The catalyst is C(#N)CC.CN(C=O)C.CC([O-])=O.CC([O-])=O.[Pd+2]. The product is [C:28]([O:27][C:23](=[O:26])/[CH:24]=[CH:25]/[C:2]1[CH:22]=[N:21][C:5]2[NH:6][C:7](=[O:20])[CH2:8][N:9]([CH2:11][C:12]3[CH:17]=[CH:16][C:15]([O:18][CH3:19])=[CH:14][CH:13]=3)[CH2:10][C:4]=2[CH:3]=1)([CH3:31])([CH3:30])[CH3:29]. The yield is 0.630. (3) The reactants are [CH2:1]([OH:4])[CH:2]=[CH2:3].[C:5]1(=[O:11])[O:10][C:8](=[O:9])[CH:7]=[CH:6]1.Cl. The catalyst is C(Cl)(Cl)Cl. The product is [CH2:1]([O:4][C:5](=[O:11])/[CH:6]=[CH:7]\[C:8]([OH:10])=[O:9])[CH:2]=[CH2:3]. The yield is 0.850. (4) The reactants are [CH3:1][O:2][CH:3]([O:10][CH3:11])[CH2:4][CH2:5][C:6]([O:8]C)=O.Cl.[CH3:13][NH:14][O:15][CH3:16].C([Mg]Cl)(C)C. The catalyst is C1COCC1. The product is [CH3:11][O:10][CH:3]([O:2][CH3:1])[CH2:4][CH2:5][C:6]([N:14]([O:15][CH3:16])[CH3:13])=[O:8]. The yield is 0.990. (5) The reactants are CCN(C(C)C)C(C)C.[NH2:10][C:11]1[CH:12]=[C:13]([C:17]#[C:18][C:19]2[CH:20]=[N:21][C:22]([NH2:25])=[N:23][CH:24]=2)[CH:14]=[N:15][CH:16]=1.[N:26]1([C:32]2[CH:33]=[C:34]([CH:38]=[CH:39][CH:40]=2)[C:35](O)=[O:36])[CH2:31][CH2:30][O:29][CH2:28][CH2:27]1.CN(C(ON1N=NC2C=CC=CC1=2)=[N+](C)C)C.F[P-](F)(F)(F)(F)F. The catalyst is CN(C=O)C. The product is [NH2:25][C:22]1[N:21]=[CH:20][C:19]([C:18]#[C:17][C:13]2[CH:12]=[C:11]([NH:10][C:35](=[O:36])[C:34]3[CH:38]=[CH:39][CH:40]=[C:32]([N:26]4[CH2:31][CH2:30][O:29][CH2:28][CH2:27]4)[CH:33]=3)[CH:16]=[N:15][CH:14]=2)=[CH:24][N:23]=1. The yield is 0.440. (6) The yield is 0.0300. No catalyst specified. The product is [F:1][C:2]1[C:7]([O:8][CH2:23][C:21]2[S:22][C:18]3[CH:17]=[CH:16][C:15]([C:14]([F:26])([F:13])[F:27])=[CH:25][C:19]=3[CH:20]=2)=[CH:6][CH:5]=[C:4]([F:9])[C:3]=1[C:10]([NH2:12])=[O:11]. The reactants are [F:1][C:2]1[C:7]([OH:8])=[CH:6][CH:5]=[C:4]([F:9])[C:3]=1[C:10]([NH2:12])=[O:11].[F:13][C:14]([F:27])([F:26])[C:15]1[CH:16]=[CH:17][C:18]2[S:22][C:21]([CH2:23]O)=[CH:20][C:19]=2[CH:25]=1. (7) The reactants are [Cl:1][C:2]1[CH:7]=[CH:6][C:5]([S:8][C:9]2[O:13][C:12]([C:14]3[CH:19]=[CH:18][CH:17]=[CH:16][CH:15]=3)=[N:11][C:10]=2[C:20]2[CH:27]=[CH:26][C:23]([C:24]#[N:25])=[CH:22][CH:21]=2)=[CH:4][CH:3]=1.[NH2:28]O.[C:30]([O-:33])([O-])=O.[K+].[K+]. The catalyst is CCO. The product is [Cl:1][C:2]1[CH:7]=[CH:6][C:5]([S:8][C:9]2[O:13][C:12]([C:14]3[CH:19]=[CH:18][CH:17]=[CH:16][CH:15]=3)=[N:11][C:10]=2[C:20]2[CH:21]=[CH:22][C:23]([C:24]3[N:28]=[CH:30][O:33][N:25]=3)=[CH:26][CH:27]=2)=[CH:4][CH:3]=1. The yield is 0.370. (8) The product is [N:1]1[CH:6]=[CH:5][CH:4]=[CH:3][C:2]=1[S:7][CH2:8][CH2:9][NH:10][C:11]([C:13]1[C:17]([NH:18][C:19]([C:21]2[CH:26]=[CH:25][CH:24]=[CH:23][N:22]=2)=[O:20])=[CH:16][NH:15][N:14]=1)=[O:12]. The yield is 0.880. The catalyst is C(O)C. The reactants are [N:1]1[CH:6]=[CH:5][CH:4]=[CH:3][C:2]=1[S:7][CH2:8][CH2:9][NH:10][C:11]([C:13]1[C:17]([NH:18][C:19]([C:21]2[CH:26]=[CH:25][CH:24]=[CH:23][N:22]=2)=[O:20])=[CH:16][N:15](C2CCCCO2)[N:14]=1)=[O:12].O.C1(C)C=CC(S(O)(=O)=O)=CC=1.C(=O)([O-])O.[Na+]. (9) The reactants are C([O:8][C:9]1[CH:10]=[CH:11][C:12]([C@@H:20]([OH:44])[CH2:21][NH:22][CH2:23][CH2:24][C:25]2[CH:26]=[C:27]([NH:31][C:32]([NH:34][CH2:35][CH2:36][CH2:37][C:38]3[CH:43]=[CH:42][CH:41]=[CH:40][CH:39]=3)=[O:33])[CH:28]=[CH:29][CH:30]=2)=[C:13]2[C:18]=1[NH:17][C:16](=[O:19])[CH:15]=[CH:14]2)C1C=CC=CC=1. The catalyst is [Pd]. The product is [OH:44][C@H:20]([C:12]1[CH:11]=[CH:10][C:9]([OH:8])=[C:18]2[C:13]=1[CH:14]=[CH:15][C:16](=[O:19])[NH:17]2)[CH2:21][NH:22][CH2:23][CH2:24][C:25]1[CH:26]=[C:27]([NH:31][C:32]([NH:34][CH2:35][CH2:36][CH2:37][C:38]2[CH:43]=[CH:42][CH:41]=[CH:40][CH:39]=2)=[O:33])[CH:28]=[CH:29][CH:30]=1. The yield is 0.340.